Dataset: Full USPTO retrosynthesis dataset with 1.9M reactions from patents (1976-2016). Task: Predict the reactants needed to synthesize the given product. (1) Given the product [CH2:1]1[O:24][C:23]2[CH:22]=[CH:21][C:5]([CH2:6][CH:7]3[C:16]4[C:11](=[C:12]([O:19][CH3:20])[CH:13]=[CH:14][C:15]=4[O:17][CH3:18])[CH2:10][CH2:9][N:8]3[CH2:26][C:27]([NH:35][CH2:34][C:33]3[CH:36]=[CH:37][CH:38]=[CH:39][C:32]=3[O:31][CH3:30])=[O:28])=[CH:4][C:3]=2[O:2]1, predict the reactants needed to synthesize it. The reactants are: [CH2:1]1[O:24][C:23]2[CH:22]=[CH:21][C:5]([CH2:6][CH:7]3[C:16]4[C:11](=[C:12]([O:19][CH3:20])[CH:13]=[CH:14][C:15]=4[O:17][CH3:18])[CH2:10][CH2:9][NH:8]3)=[CH:4][C:3]=2[O:2]1.Br[CH2:26][C:27](Br)=[O:28].[CH3:30][O:31][C:32]1[CH:39]=[CH:38][CH:37]=[CH:36][C:33]=1[CH2:34][NH2:35]. (2) The reactants are: ClC1C=CC(N2C=C(C#N)N=N2)=C(C2C=C(O)N=CN=2)C=1.[Cl:22][C:23]1[C:24]([F:46])=[C:25]([C:38]2[CH:43]=[C:42]([O:44]C)[N:41]=[CH:40][N:39]=2)[C:26]([N:29]2[CH:33]=[C:32]([C:34]([F:37])([F:36])[F:35])[CH:31]=[N:30]2)=[CH:27][CH:28]=1. Given the product [Cl:22][C:23]1[C:24]([F:46])=[C:25]([C:38]2[N:39]=[CH:40][N:41]=[C:42]([OH:44])[CH:43]=2)[C:26]([N:29]2[CH:33]=[C:32]([C:34]([F:37])([F:36])[F:35])[CH:31]=[N:30]2)=[CH:27][CH:28]=1, predict the reactants needed to synthesize it.